Dataset: Reaction yield outcomes from USPTO patents with 853,638 reactions. Task: Predict the reaction yield, written as a fraction of the theoretical maximum amount of product (1.0 means a 100% yield; for example, 0.34 means a 34% yield). (1) The reactants are [CH:1]1([NH:4][C:5](=[O:33])[C:6]2[CH:11]=[CH:10][C:9]([C:12]3[N:17]=[C:16]4[N:18]([CH2:21][C:22]5[CH:23]=[C:24]6[C:29](=[CH:30][CH:31]=5)[N:28]=[CH:27][CH:26]=[CH:25]6)[N:19]=[N:20][C:15]4=[CH:14][CH:13]=3)=[CH:8][C:7]=2[F:32])[CH2:3][CH2:2]1.ClC1C=CC=C(C(OO)=[O:42])C=1. The catalyst is ClCCl. The product is [CH:1]1([NH:4][C:5]([C:6]2[CH:11]=[CH:10][C:9]([C:12]3[N:17]=[C:16]4[N:18]([CH2:21][C:22]5[CH:23]=[C:24]6[C:29](=[CH:30][CH:31]=5)[N+:28]([O-:42])=[CH:27][CH:26]=[CH:25]6)[N:19]=[N:20][C:15]4=[CH:14][CH:13]=3)=[CH:8][C:7]=2[F:32])=[O:33])[CH2:2][CH2:3]1. The yield is 0.300. (2) The reactants are Cl[C:2]1[N:7]=[C:6]([C:8]2[N:12]3[CH:13]=[CH:14][C:15]([F:17])=[CH:16][C:11]3=[N:10][C:9]=2[C:18]2[CH:19]=[C:20]([CH:32]=[CH:33][CH:34]=2)[C:21]([NH:23][C:24]2[C:29]([F:30])=[CH:28][CH:27]=[CH:26][C:25]=2[F:31])=[O:22])[CH:5]=[CH:4][N:3]=1.[N:35]1([CH:41]2[CH2:46][CH2:45][N:44]([C:47]3[CH:53]=[CH:52][C:50]([NH2:51])=[C:49]([O:54][CH3:55])[CH:48]=3)[CH2:43][CH2:42]2)[CH2:40][CH2:39][CH2:38][CH2:37][CH2:36]1.O.C1(C)C=CC(S(O)(=O)=O)=CC=1.C[O-].[Na+]. The catalyst is FC(F)(F)CO.CO.C(Cl)Cl.CCCCCC. The product is [N:35]1([CH:41]2[CH2:46][CH2:45][N:44]([C:47]3[CH:53]=[CH:52][C:50]([NH:51][C:2]4[N:7]=[C:6]([C:8]5[N:12]6[CH:13]=[CH:14][C:15]([F:17])=[CH:16][C:11]6=[N:10][C:9]=5[C:18]5[CH:19]=[C:20]([CH:32]=[CH:33][CH:34]=5)[C:21]([NH:23][C:24]5[C:25]([F:31])=[CH:26][CH:27]=[CH:28][C:29]=5[F:30])=[O:22])[CH:5]=[CH:4][N:3]=4)=[C:49]([O:54][CH3:55])[CH:48]=3)[CH2:43][CH2:42]2)[CH2:40][CH2:39][CH2:38][CH2:37][CH2:36]1. The yield is 0.620. (3) The reactants are [C:1]([O:5][CH2:6][CH3:7])(=[O:4])[C:2]#[CH:3].[Li]CCCC.[C:13]([NH:20][CH:21]1[CH2:29][C:28]2[C:23](=[CH:24][CH:25]=[C:26](I)[CH:27]=2)[CH2:22]1)([O:15][C:16]([CH3:19])([CH3:18])[CH3:17])=[O:14]. The catalyst is C1COCC1.C(Cl)Cl.[Cl-].[Zn+2].[Cl-].C1C=CC([P]([Pd]([P](C2C=CC=CC=2)(C2C=CC=CC=2)C2C=CC=CC=2)([P](C2C=CC=CC=2)(C2C=CC=CC=2)C2C=CC=CC=2)[P](C2C=CC=CC=2)(C2C=CC=CC=2)C2C=CC=CC=2)(C2C=CC=CC=2)C2C=CC=CC=2)=CC=1. The product is [C:16]([O:15][C:13]([NH:20][CH:21]1[CH2:29][C:28]2[C:23](=[CH:24][CH:25]=[C:26]([C:3]#[C:2][C:1]([O:5][CH2:6][CH3:7])=[O:4])[CH:27]=2)[CH2:22]1)=[O:14])([CH3:19])([CH3:17])[CH3:18]. The yield is 0.540. (4) The reactants are [CH3:1][C:2]1[N:3]([CH2:18][C:19]([O:21][CH3:22])=[O:20])[C:4]2[C:9]([C:10]=1[C:11]1[CH:16]=[CH:15][C:14](=[O:17])[NH:13][CH:12]=1)=[CH:8][CH:7]=[CH:6][CH:5]=2.Br[CH:24]1[CH2:28][CH2:27][CH2:26][CH2:25]1.C1OCCOCCOCCOCCOCCOC1.[H-].[Na+]. No catalyst specified. The product is [CH:24]1([N:13]2[C:14](=[O:17])[CH:15]=[CH:16][C:11]([C:10]3[C:9]4[C:4](=[CH:5][CH:6]=[CH:7][CH:8]=4)[N:3]([CH2:18][C:19]([O:21][CH3:22])=[O:20])[C:2]=3[CH3:1])=[CH:12]2)[CH2:28][CH2:27][CH2:26][CH2:25]1. The yield is 0.190. (5) The reactants are [S:1]1[CH:5]=[C:4]([C:6]2([OH:14])[CH2:12][CH:11]3[NH:13][CH:8]([CH2:9][CH2:10]3)[CH2:7]2)[C:3]2[CH:15]=[CH:16][CH:17]=[CH:18][C:2]1=2.[CH3:19][O:20][C:21]1[C:26]2[O:27][C@H:28]([CH2:31]OS(C3C=CC(C)=CC=3)(=O)=O)[CH2:29][O:30][C:25]=2[CH:24]=[CH:23][CH:22]=1. No catalyst specified. The product is [S:1]1[C:2]2[CH:18]=[CH:17][CH:16]=[CH:15][C:3]=2[C:4]([C:6]2([OH:14])[CH2:7][CH:8]3[N:13]([CH2:31][C@@H:28]4[O:27][C:26]5[C:21]([O:20][CH3:19])=[CH:22][CH:23]=[CH:24][C:25]=5[O:30][CH2:29]4)[CH:11]([CH2:10][CH2:9]3)[CH2:12]2)=[CH:5]1. The yield is 0.330. (6) The reactants are [NH2:1][C@H:2]1[CH2:7][CH2:6][C@H:5]([C:8]([OH:10])=[O:9])[CH2:4][CH2:3]1.S(Cl)(Cl)=O.[CH2:15](N(CC)CC)C.[CH3:22][C:23]([O:26][C:27](O[C:27]([O:26][C:23]([CH3:25])([CH3:24])[CH3:22])=[O:28])=[O:28])([CH3:25])[CH3:24].C(=O)(O)[O-].[Na+]. The catalyst is CO.C(Cl)Cl. The product is [C:23]([O:26][C:27]([NH:1][C@H:2]1[CH2:7][CH2:6][C@H:5]([C:8]([O:10][CH3:15])=[O:9])[CH2:4][CH2:3]1)=[O:28])([CH3:25])([CH3:24])[CH3:22]. The yield is 1.00. (7) The reactants are [F:1][C:2]1[CH:9]=[C:8]([OH:10])[CH:7]=[CH:6][C:3]=1[C:4]#[N:5].C(=O)([O-])[O-].[K+].[K+].[CH2:17](Br)[C:18]1[CH:23]=[CH:22][CH:21]=[CH:20][CH:19]=1. The catalyst is CC(C)=O. The product is [CH2:17]([O:10][C:8]1[CH:7]=[CH:6][C:3]([C:4]#[N:5])=[C:2]([F:1])[CH:9]=1)[C:18]1[CH:23]=[CH:22][CH:21]=[CH:20][CH:19]=1. The yield is 0.960.